Dataset: Forward reaction prediction with 1.9M reactions from USPTO patents (1976-2016). Task: Predict the product of the given reaction. (1) Given the reactants [CH3:1][CH2:2][C@@H:3]([NH2:7])[C:4]([OH:6])=[O:5].[OH-].[Na+], predict the reaction product. The product is: [CH3:1][CH2:2][C@H:3]([NH2:7])[C:4]([OH:6])=[O:5].[CH3:1][CH2:2][C@@H:3]([NH2:7])[C:4]([OH:6])=[O:5]. (2) The product is: [C:2]1([OH:28])[CH:7]=[CH:6][CH:5]=[CH:4][CH:3]=1.[CH3:15][CH:14]1[CH2:13][N:12]2[C:8](=[N:9][C:10]3[C:20]([CH3:21])=[CH:19][CH:18]=[CH:17][C:11]=32)[C:3]2[CH:4]=[CH:5][CH:6]=[CH:7][C:2]=2[O:16]1. Given the reactants Cl[C:2]1[CH:7]=[CH:6][CH:5]=[CH:4][C:3]=1[C:8]1[N:12]([CH2:13][CH:14]([OH:16])[CH3:15])[C:11]2[CH:17]=[CH:18][CH:19]=[C:20]([CH3:21])[C:10]=2[N:9]=1.[H-].[Na+].CN(C=[O:28])C, predict the reaction product. (3) Given the reactants [CH3:1][O:2][C:3]([C:5]1[CH:10]=[CH:9][C:8]([N:11]2[C:15]([S:16][CH2:17][CH2:18][CH3:19])=[C:14]([C:20]([OH:22])=O)[CH:13]=[N:12]2)=[CH:7][CH:6]=1)=[O:4].[CH3:23][NH:24][CH:25]1[CH2:30][CH2:29][CH2:28][CH2:27][CH2:26]1.C1C=CC2N(O)N=NC=2C=1.CCN(C(C)C)C(C)C.CCN=C=NCCCN(C)C, predict the reaction product. The product is: [CH:25]1([N:24]([CH3:23])[C:20]([C:14]2[CH:13]=[N:12][N:11]([C:8]3[CH:7]=[CH:6][C:5]([C:3]([O:2][CH3:1])=[O:4])=[CH:10][CH:9]=3)[C:15]=2[S:16][CH2:17][CH2:18][CH3:19])=[O:22])[CH2:30][CH2:29][CH2:28][CH2:27][CH2:26]1. (4) The product is: [C:1]([O:4][CH2:5][C@@:6]([NH:16][C:17](=[O:19])[CH3:18])([CH2:15][CH3:20])[CH2:7][CH2:8][C:9]1[N:10]([CH3:14])[CH:11]=[CH:12][CH:13]=1)(=[O:3])[CH3:2]. Given the reactants [C:1]([O:4][CH2:5][C@@:6]([NH:16][C:17](=[O:19])[CH3:18])([CH3:15])[CH2:7][CH2:8][C:9]1[N:10]([CH3:14])[CH:11]=[CH:12][CH:13]=1)(=[O:3])[CH3:2].[CH2:20]([C@@]1(CCC2N(C)C=CC=2)COC(=O)N1)C, predict the reaction product. (5) Given the reactants [CH3:1][N:2]1[CH2:7][CH2:6][CH2:5][C@@H:4]([OH:8])[CH2:3]1.[Br:9][CH2:10][C:11]([NH:13][C:14]1[CH:18]=[CH:17][O:16][N:15]=1)=[O:12], predict the reaction product. The product is: [Br-:9].[OH:8][C@@H:4]1[CH2:5][CH2:6][CH2:7][N+:2]([CH2:10][C:11](=[O:12])[NH:13][C:14]2[CH:18]=[CH:17][O:16][N:15]=2)([CH3:1])[CH2:3]1. (6) Given the reactants [CH:1]1[C:6]([NH2:7])=[CH:5][CH:4]=[C:3]([O:8][C:9]2[CH:10]=[CH:11][C:12]([NH2:15])=[CH:13][CH:14]=2)[CH:2]=1.[CH:16]1[C:21]([NH2:22])=[CH:20][CH:19]=[C:18]([NH2:23])[CH:17]=1, predict the reaction product. The product is: [CH:11]1[C:12]([NH2:15])=[CH:13][CH:14]=[C:9]([O:8][C:3]2[CH:2]=[CH:1][C:6]([NH2:7])=[CH:5][CH:4]=2)[CH:10]=1.[CH:20]1[C:21]([NH2:22])=[CH:16][CH:17]=[C:18]([NH2:23])[CH:19]=1. (7) Given the reactants C([O:3][C:4](=O)[CH2:5][C:6](=[O:16])[C@H:7]1[CH2:12][CH2:11][C@H:10]([CH2:13][CH2:14][CH3:15])[CH2:9][CH2:8]1)C.[BH4-].[Na+], predict the reaction product. The product is: [CH2:13]([C@H:10]1[CH2:11][CH2:12][C@H:7]([CH:6]([OH:16])[CH2:5][CH2:4][OH:3])[CH2:8][CH2:9]1)[CH2:14][CH3:15]. (8) Given the reactants [Cl:1][C:2]1[C:3]([C:25]2[S:26][C:27]([C:30]3[CH:35]=[C:34]([OH:36])[N:33]=[C:32]([Cl:37])[CH:31]=3)=[N:28][N:29]=2)=[CH:4][C:5]([F:24])=[C:6]([CH:23]=1)[O:7][CH2:8][C@H:9]1[CH2:13][O:12][C:11]([CH3:15])([CH3:14])[N:10]1[C:16]([O:18][C:19]([CH3:22])([CH3:21])[CH3:20])=[O:17].I[CH:39]1[CH2:42][O:41][CH2:40]1.C([O-])([O-])=O.[K+].[K+], predict the reaction product. The product is: [Cl:1][C:2]1[C:3]([C:25]2[S:26][C:27]([C:30]3[CH:35]=[C:34]([O:36][CH:39]4[CH2:42][O:41][CH2:40]4)[N:33]=[C:32]([Cl:37])[CH:31]=3)=[N:28][N:29]=2)=[CH:4][C:5]([F:24])=[C:6]([CH:23]=1)[O:7][CH2:8][C@H:9]1[CH2:13][O:12][C:11]([CH3:15])([CH3:14])[N:10]1[C:16]([O:18][C:19]([CH3:20])([CH3:21])[CH3:22])=[O:17]. (9) The product is: [C:19]([O:18][C:12]1([C:15]([OH:17])=[O:16])[CH2:11][CH2:10][N:9]([CH2:2][C:3]2[CH:4]=[CH:5][CH:6]=[CH:7][CH:8]=2)[CH2:14][CH2:13]1)(=[O:21])[CH3:20]. Given the reactants Cl.[CH2:2]([N:9]1[CH2:14][CH2:13][C:12]([OH:18])([C:15]([OH:17])=[O:16])[CH2:11][CH2:10]1)[C:3]1[CH:8]=[CH:7][CH:6]=[CH:5][CH:4]=1.[C:19](OC(=O)C)(=[O:21])[CH3:20].N1C=CC=CC=1.OS([O-])(=O)=O.[K+], predict the reaction product.